Dataset: Forward reaction prediction with 1.9M reactions from USPTO patents (1976-2016). Task: Predict the product of the given reaction. (1) The product is: [CH:20]1([C:23]2[O:6][N:5]=[C:4]([C:3]3[C:2]([Cl:1])=[CH:10][CH:9]=[CH:8][C:7]=3[Cl:11])[C:24]=2[C:25]([O:27][CH2:28][CH3:29])=[O:26])[CH2:22][CH2:21]1. Given the reactants [Cl:1][C:2]1[CH:10]=[CH:9][CH:8]=[C:7]([Cl:11])[C:3]=1[CH:4]=[N:5][OH:6].ClN1C(=O)CCC1=O.[CH:20]1([C:23](=O)[CH2:24][C:25]([O:27][CH2:28][CH3:29])=[O:26])[CH2:22][CH2:21]1.[O-]CC.[Na+], predict the reaction product. (2) The product is: [Cl:1][C:2]1[C:18]([Cl:19])=[C:17]([CH2:20][CH2:21][C:22](=[O:38])[C:23]2[S:24][C:25]([C:28]3[CH:29]=[CH:30][C:31]([C:34]([F:35])([F:36])[F:37])=[CH:32][CH:33]=3)=[CH:26][CH:27]=2)[CH:16]=[CH:15][C:3]=1[O:4][C:5]([CH3:13])([CH3:14])[C:6]([OH:8])=[O:7]. Given the reactants [Cl:1][C:2]1[C:18]([Cl:19])=[C:17]([CH2:20][CH2:21][C:22](=[O:38])[C:23]2[S:24][C:25]([C:28]3[CH:33]=[CH:32][C:31]([C:34]([F:37])([F:36])[F:35])=[CH:30][CH:29]=3)=[CH:26][CH:27]=2)[CH:16]=[CH:15][C:3]=1[O:4][C:5]([CH3:14])([CH3:13])[C:6]([O:8]C(C)(C)C)=[O:7].FC(F)(F)C(O)=O, predict the reaction product.